Predict the reaction yield, written as a fraction of the theoretical maximum amount of product (1.0 means a 100% yield; for example, 0.34 means a 34% yield). From a dataset of Reaction yield outcomes from USPTO patents with 853,638 reactions. The reactants are [Cl:1][C:2]1[CH:3]=[C:4]([NH:9][C:10]2[C:19]3[C:14](=[CH:15][CH:16]=[C:17]([N+:20]([O-])=O)[CH:18]=3)[N:13]=[CH:12][C:11]=2[C:23]#[N:24])[CH:5]=[CH:6][C:7]=1[F:8].O.O.[Sn](Cl)(Cl)(Cl)Cl.C([O-])(O)=O.[Na+]. The catalyst is C(O)C.O. The product is [NH2:20][C:17]1[CH:18]=[C:19]2[C:14](=[CH:15][CH:16]=1)[N:13]=[CH:12][C:11]([C:23]#[N:24])=[C:10]2[NH:9][C:4]1[CH:5]=[CH:6][C:7]([F:8])=[C:2]([Cl:1])[CH:3]=1. The yield is 0.900.